The task is: Predict the reactants needed to synthesize the given product.. This data is from Full USPTO retrosynthesis dataset with 1.9M reactions from patents (1976-2016). (1) Given the product [OH:54][CH:51]([CH2:52][OH:53])[CH2:50][NH:49][C:44]([CH:31]1[C:30]2[C:29](=[CH:28][C:27]([N:7]3[C:8]([NH:10][C:11]([NH:13][C:14]4[CH:19]=[CH:18][CH:17]=[C:16]([O:20][C:21]5[CH:22]=[N:23][CH:24]=[CH:25][CH:26]=5)[CH:15]=4)=[O:12])=[CH:9][C:5]([C:1]([CH3:4])([CH3:2])[CH3:3])=[N:6]3)=[CH:36][CH:35]=2)[CH2:34][CH2:33][NH:32]1)=[O:45], predict the reactants needed to synthesize it. The reactants are: [C:1]([C:5]1[CH:9]=[C:8]([NH:10][C:11]([NH:13][C:14]2[CH:19]=[CH:18][CH:17]=[C:16]([O:20][C:21]3[CH:22]=[N:23][CH:24]=[CH:25][CH:26]=3)[CH:15]=2)=[O:12])[N:7]([C:27]2[CH:28]=[C:29]3[C:34](=[CH:35][CH:36]=2)[CH2:33][N:32](C(OC(C)(C)C)=O)[CH:31]([C:44](OCC)=[O:45])[CH2:30]3)[N:6]=1)([CH3:4])([CH3:3])[CH3:2].[NH2:49][CH2:50][CH:51]([OH:54])[CH2:52][OH:53]. (2) Given the product [C:1]([N:5]1[C:9](=[O:10])[C:8]([NH:30][C:29]2[CH:28]=[CH:27][C:26]([N:23]3[CH2:24][CH2:25][O:20][CH2:21][CH2:22]3)=[CH:32][CH:31]=2)=[C:7]([C:12]2[CH:17]=[CH:16][CH:15]=[CH:14][CH:13]=2)[S:6]1(=[O:19])=[O:18])([CH3:4])([CH3:3])[CH3:2], predict the reactants needed to synthesize it. The reactants are: [C:1]([N:5]1[C:9](=[O:10])[C:8](Cl)=[C:7]([C:12]2[CH:17]=[CH:16][CH:15]=[CH:14][CH:13]=2)[S:6]1(=[O:19])=[O:18])([CH3:4])([CH3:3])[CH3:2].[O:20]1[CH2:25][CH2:24][N:23]([C:26]2[CH:32]=[CH:31][C:29]([NH2:30])=[CH:28][CH:27]=2)[CH2:22][CH2:21]1.CCOC(C)=O. (3) Given the product [NH2:25][C:13]1[CH:12]([CH3:17])[S:1][CH2:2][C:3]=1[C:4]([O:6][CH3:7])=[O:5], predict the reactants needed to synthesize it. The reactants are: [SH:1][CH2:2][CH2:3][C:4]([O:6][CH3:7])=[O:5].C[O-].[Na+].Cl[CH:12]([CH3:17])[C:13](OC)=O.C(O)(=O)C.C([O-])=O.[NH4+:25]. (4) The reactants are: [CH2:1]([O:8][C:9](=[O:26])[NH:10][CH2:11][CH2:12][CH2:13][CH2:14][CH2:15][C:16]([N:18]1[CH2:22][CH:21]([CH2:23][OH:24])[CH:20]([OH:25])[CH2:19]1)=[O:17])[C:2]1[CH:7]=[CH:6][CH:5]=[CH:4][CH:3]=1.CN([C:30]1[CH:35]=[CH:34][CH:33]=[CH:32]N=1)C.[C:36](Cl)(C1C=CC=CC=1)([C:45]1[CH:52]=[CH:51][C:48]([O:49][CH3:50])=[CH:47][CH:46]=1)[C:37]1[CH:44]=[CH:43][C:40]([O:41][CH3:42])=[CH:39][CH:38]=1.N1C=CC=C[CH:61]=1. Given the product [CH2:1]([O:8][C:9](=[O:26])[NH:10][CH2:11][CH2:12][CH2:13][CH2:14][CH2:15][C:16]([N:18]1[CH2:19][CH:20]([OH:25])[CH:21]([CH:23]([C:32]2[CH:61]=[CH:30][CH:35]=[CH:34][CH:33]=2)[O:24][CH:36]([C:37]2[CH:44]=[CH:43][C:40]([O:41][CH3:42])=[CH:39][CH:38]=2)[C:45]2[CH:46]=[CH:47][C:48]([O:49][CH3:50])=[CH:51][CH:52]=2)[CH2:22]1)=[O:17])[C:2]1[CH:3]=[CH:4][CH:5]=[CH:6][CH:7]=1, predict the reactants needed to synthesize it.